Dataset: Reaction yield outcomes from USPTO patents with 853,638 reactions. Task: Predict the reaction yield, written as a fraction of the theoretical maximum amount of product (1.0 means a 100% yield; for example, 0.34 means a 34% yield). The reactants are [CH2:1]([O:8][C:9]([N:11]1[CH2:16][CH2:15][CH:14]([CH:17]([C:21]2[CH:26]=[CH:25][CH:24]=[CH:23][CH:22]=2)[C:18]([OH:20])=[O:19])[CH2:13][CH2:12]1)=[O:10])[C:2]1[CH:7]=[CH:6][CH:5]=[CH:4][CH:3]=1.[N+](=[CH2:29])=[N-]. The catalyst is C1COCC1. The product is [CH3:29][O:19][C:18](=[O:20])[CH:17]([CH:14]1[CH2:15][CH2:16][N:11]([C:9]([O:8][CH2:1][C:2]2[CH:3]=[CH:4][CH:5]=[CH:6][CH:7]=2)=[O:10])[CH2:12][CH2:13]1)[C:21]1[CH:26]=[CH:25][CH:24]=[CH:23][CH:22]=1. The yield is 0.770.